From a dataset of Full USPTO retrosynthesis dataset with 1.9M reactions from patents (1976-2016). Predict the reactants needed to synthesize the given product. (1) Given the product [Cl:21][CH2:2][C:3]1[S:7][C:6]([CH2:8][CH2:9][C:10]2[N:11]=[C:12]([NH:15][C:16](=[O:18])[CH3:17])[S:13][CH:14]=2)=[CH:5][CH:4]=1, predict the reactants needed to synthesize it. The reactants are: O[CH2:2][C:3]1[S:7][C:6]([CH2:8][CH2:9][C:10]2[N:11]=[C:12]([NH:15][C:16](=[O:18])[CH3:17])[S:13][CH:14]=2)=[CH:5][CH:4]=1.S(Cl)([Cl:21])=O. (2) Given the product [CH2:1]([N:8]([CH2:18][C:19]1[CH:24]=[CH:23][CH:22]=[CH:21][CH:20]=1)[C:9]1[C:10]([F:17])=[CH:11][C:12]([N:28]2[CH2:27][CH2:26][N:25]([C:31]([O:33][C:34]([CH3:37])([CH3:36])[CH3:35])=[O:32])[CH2:30][CH2:29]2)=[C:13]([F:15])[CH:14]=1)[C:2]1[CH:7]=[CH:6][CH:5]=[CH:4][CH:3]=1, predict the reactants needed to synthesize it. The reactants are: [CH2:1]([N:8]([CH2:18][C:19]1[CH:24]=[CH:23][CH:22]=[CH:21][CH:20]=1)[C:9]1[CH:14]=[C:13]([F:15])[C:12](Br)=[CH:11][C:10]=1[F:17])[C:2]1[CH:7]=[CH:6][CH:5]=[CH:4][CH:3]=1.[N:25]1([C:31]([O:33][C:34]([CH3:37])([CH3:36])[CH3:35])=[O:32])[CH2:30][CH2:29][NH:28][CH2:27][CH2:26]1.C(=O)([O-])[O-].[Cs+].[Cs+]. (3) Given the product [F:52][C:46]1[C:47]([F:51])=[CH:48][CH:49]=[CH:50][C:45]=1[NH:44][C:42](=[O:43])[CH2:41][C:39]1[NH:38][N:37]=[C:36]([NH:35][C:29]2[C:28]3[C:33](=[CH:34][C:25]([O:24][CH2:23][CH2:22][CH2:21][N:16]([CH2:15][CH2:14][OH:13])[CH2:17][CH2:18][O:19][CH3:20])=[C:26]([O:53][CH3:54])[CH:27]=3)[N:32]=[CH:31][N:30]=2)[CH:40]=1, predict the reactants needed to synthesize it. The reactants are: P([O:13][CH2:14][CH2:15][N:16]([CH2:21][CH2:22][CH2:23][O:24][C:25]1[CH:34]=[C:33]2[C:28]([C:29]([NH:35][C:36]3[CH:40]=[C:39]([CH2:41][C:42]([NH:44][C:45]4[CH:50]=[CH:49][CH:48]=[C:47]([F:51])[C:46]=4[F:52])=[O:43])[NH:38][N:37]=3)=[N:30][CH:31]=[N:32]2)=[CH:27][C:26]=1[O:53][CH3:54])[CH2:17][CH2:18][O:19][CH3:20])(OC(C)(C)C)(OC(C)(C)C)=O.COCCNCCO. (4) Given the product [Br:1][C:16]1[CH:15]=[CH:14][C:12]([NH2:13])=[C:11]([N+:17]([O-:19])=[O:18])[C:10]=1[Cl:9], predict the reactants needed to synthesize it. The reactants are: [Br:1]N1C(=O)CCC1=O.[Cl:9][C:10]1[C:11]([N+:17]([O-:19])=[O:18])=[C:12]([CH:14]=[CH:15][CH:16]=1)[NH2:13]. (5) Given the product [C:8]([C:10](=[C:4]1[CH2:5][CH2:6][O:1][CH2:2][CH2:3]1)[C:11]([O:13][CH2:14][CH3:15])=[O:12])#[N:9], predict the reactants needed to synthesize it. The reactants are: [O:1]1[CH2:6][CH2:5][C:4](=O)[CH2:3][CH2:2]1.[C:8]([CH2:10][C:11]([O:13][CH2:14][CH3:15])=[O:12])#[N:9].C([O-])(=O)C.[NH4+].C(O)(=O)C. (6) Given the product [Cl:14][CH2:15][CH2:16][NH:1][C:2]([CH3:13])([CH3:12])[CH2:3][CH2:4][C:5]([O:7][C:8]([CH3:11])([CH3:10])[CH3:9])=[O:6], predict the reactants needed to synthesize it. The reactants are: [NH2:1][C:2]([CH3:13])([CH3:12])[CH2:3][CH2:4][C:5]([O:7][C:8]([CH3:11])([CH3:10])[CH3:9])=[O:6].[Cl:14][CH2:15][CH:16]=O.C(O)(=O)C.C([BH3-])#N.[Na+]. (7) Given the product [F:1][C:2]1[CH:10]=[C:9]2[C:5]([C:6]([C:11]3[CH:12]=[CH:13][C:14]([N:17]4[CH2:22][CH2:21][CH:20]([NH:23][S:24]([CH2:27][CH2:28][N:29]5[CH2:34][CH2:33][O:32][CH2:31][CH2:30]5)(=[O:26])=[O:25])[CH2:19][CH2:18]4)=[N:15][CH:16]=3)=[CH:7][NH:8]2)=[CH:4][CH:3]=1, predict the reactants needed to synthesize it. The reactants are: [F:1][C:2]1[CH:10]=[C:9]2[C:5]([C:6]([C:11]3[CH:12]=[CH:13][C:14]([N:17]4[CH2:22][CH2:21][CH:20]([NH:23][S:24]([CH:27]=[CH2:28])(=[O:26])=[O:25])[CH2:19][CH2:18]4)=[N:15][CH:16]=3)=[CH:7][NH:8]2)=[CH:4][CH:3]=1.[NH:29]1[CH2:34][CH2:33][O:32][CH2:31][CH2:30]1. (8) Given the product [F:25][C:21]1[CH:20]=[C:19]2[C:24]([C:16]([CH:15]3[CH2:14][N:13]([C:26]4[N:27]=[CH:28][CH:29]=[CH:30][N:31]=4)[CH:10]4[CH2:11][CH2:12][NH:8][CH:9]34)=[CH:17][NH:18]2)=[CH:23][CH:22]=1, predict the reactants needed to synthesize it. The reactants are: C(OC([N:8]1[CH2:12][CH2:11][CH:10]2[N:13]([C:26]3[N:31]=[CH:30][CH:29]=[CH:28][N:27]=3)[CH2:14][CH:15]([C:16]3[C:24]4[C:19](=[CH:20][C:21]([F:25])=[CH:22][CH:23]=4)[NH:18][CH:17]=3)[CH:9]12)=O)(C)(C)C.C(O)(C(F)(F)F)=O. (9) The reactants are: C([Sn](CCCC)(CCCC)[C:6]1[CH:11]2[CH2:12][CH2:13][N:8]([CH2:9][CH2:10]2)[CH:7]=1)CCC.I[C:23]1[C:31]2[O:30][CH:29]=[CH:28][C:27]=2[CH:26]=[C:25]([N+:32]([O-:34])=[O:33])[CH:24]=1. Given the product [N+:32]([C:25]1[CH:24]=[C:23]([C:6]2[CH:11]3[CH2:10][CH2:9][N:8]([CH2:13][CH2:12]3)[CH:7]=2)[C:31]2[O:30][CH:29]=[CH:28][C:27]=2[CH:26]=1)([O-:34])=[O:33], predict the reactants needed to synthesize it. (10) Given the product [Cl:8][C:5]1[CH:4]=[N:3][C:2]([NH:1][C:26](=[O:27])[C:25]2[CH:29]=[CH:30][C:22]([C:19]3[CH2:18][C:17]([C:12]4[CH:13]=[C:14]([Cl:16])[CH:15]=[C:10]([Cl:9])[CH:11]=4)([C:32]([F:35])([F:34])[F:33])[O:21][N:20]=3)=[CH:23][C:24]=2[CH3:31])=[N:7][CH:6]=1, predict the reactants needed to synthesize it. The reactants are: [NH2:1][C:2]1[N:7]=[CH:6][C:5]([Cl:8])=[CH:4][N:3]=1.[Cl:9][C:10]1[CH:11]=[C:12]([C:17]2([C:32]([F:35])([F:34])[F:33])[O:21][N:20]=[C:19]([C:22]3[CH:30]=[CH:29][C:25]([C:26](Cl)=[O:27])=[C:24]([CH3:31])[CH:23]=3)[CH2:18]2)[CH:13]=[C:14]([Cl:16])[CH:15]=1.